From a dataset of hERG potassium channel inhibition data for cardiac toxicity prediction from Karim et al.. Regression/Classification. Given a drug SMILES string, predict its toxicity properties. Task type varies by dataset: regression for continuous values (e.g., LD50, hERG inhibition percentage) or binary classification for toxic/non-toxic outcomes (e.g., AMES mutagenicity, cardiotoxicity, hepatotoxicity). Dataset: herg_karim. (1) The drug is Cc1cc(NC(=O)c2ccccc2F)ccc1-c1nnc(NCCCN2CCCCC2)o1. The result is 1 (blocker). (2) The molecule is O=C(Nc1ccc(-c2nnc(NCCCCN3CCCOCC3)o2)cc1)c1ccccc1F. The result is 0 (non-blocker). (3) The result is 1 (blocker). The molecule is O=S1(=O)c2ccccc2CCC12CCN(CCc1ccc(F)cc1F)CC2.